Predict the product of the given reaction. From a dataset of Forward reaction prediction with 1.9M reactions from USPTO patents (1976-2016). (1) Given the reactants [CH3:1][S:2][C:3]1[CH:8]=[CH:7][C:6]([CH2:9][C:10]([OH:12])=[O:11])=[CH:5][CH:4]=1.[N+](=[CH2:15])=[N-], predict the reaction product. The product is: [CH3:15][O:11][C:10](=[O:12])[CH2:9][C:6]1[CH:5]=[CH:4][C:3]([S:2][CH3:1])=[CH:8][CH:7]=1. (2) Given the reactants [CH2:1]([O:3][C:4]([N:6]1[CH:11]([CH2:12][CH3:13])[CH2:10][CH:9]([N:14]=[CH:15][C:16]2[CH:21]=[C:20]([C:22]([F:25])([F:24])[F:23])[CH:19]=[C:18]([C:26]([F:29])([F:28])[F:27])[CH:17]=2)[C:8]2[C:30]([CH3:34])=[N:31][N:32]([CH3:33])[C:7]1=2)=[O:5])[CH3:2].C([BH3-])#N.[Na+].O, predict the reaction product. The product is: [CH2:1]([O:3][C:4]([N:6]1[CH:11]([CH2:12][CH3:13])[CH2:10][CH:9]([NH:14][CH2:15][C:16]2[CH:17]=[C:18]([C:26]([F:27])([F:28])[F:29])[CH:19]=[C:20]([C:22]([F:24])([F:23])[F:25])[CH:21]=2)[C:8]2[C:30]([CH3:34])=[N:31][N:32]([CH3:33])[C:7]1=2)=[O:5])[CH3:2]. (3) Given the reactants [C:9](O[C:9]([O:11][C:12]([CH3:15])([CH3:14])[CH3:13])=[O:10])([O:11][C:12]([CH3:15])([CH3:14])[CH3:13])=[O:10].[CH2:16]([C:23]1[CH:48]=[CH:47][CH:46]=[CH:45][C:24]=1[O:25][CH2:26][CH2:27][NH:28][CH2:29][CH2:30][NH:31][S:32]([C:35]1[C:36]2[CH:37]=[CH:38][N:39]=[CH:40][C:41]=2[CH:42]=[CH:43][CH:44]=1)(=[O:34])=[O:33])[C:17]1[CH:22]=[CH:21][CH:20]=[CH:19][CH:18]=1, predict the reaction product. The product is: [C:12]([O:11][C:9](=[O:10])[N:28]([CH2:27][CH2:26][O:25][C:24]1[CH:45]=[CH:46][CH:47]=[CH:48][C:23]=1[CH2:16][C:17]1[CH:18]=[CH:19][CH:20]=[CH:21][CH:22]=1)[CH2:29][CH2:30][NH:31][S:32]([C:35]1[C:36]2[CH:37]=[CH:38][N:39]=[CH:40][C:41]=2[CH:42]=[CH:43][CH:44]=1)(=[O:33])=[O:34])([CH3:13])([CH3:14])[CH3:15]. (4) Given the reactants [NH2:1][C@H:2]1[CH2:7][CH2:6][C@H:5]([NH:8][C:9]([C:11]2[C:15]3[N:16]=[CH:17][N:18]=[C:19]([C:20]4[CH:25]=[CH:24][CH:23]=[CH:22][C:21]=4[O:26][CH2:27][CH:28]4[CH2:30][CH2:29]4)[C:14]=3[NH:13][CH:12]=2)=[O:10])[CH2:4][CH2:3]1.Cl[C:32]([C@@H:34]([O:36]C(=O)C)[CH3:35])=[O:33], predict the reaction product. The product is: [OH:36][C@@H:34]([CH3:35])[C:32]([NH:1][C@H:2]1[CH2:7][CH2:6][C@H:5]([NH:8][C:9]([C:11]2[C:15]3[N:16]=[CH:17][N:18]=[C:19]([C:20]4[CH:25]=[CH:24][CH:23]=[CH:22][C:21]=4[O:26][CH2:27][CH:28]4[CH2:29][CH2:30]4)[C:14]=3[NH:13][CH:12]=2)=[O:10])[CH2:4][CH2:3]1)=[O:33]. (5) Given the reactants C1([SiH2]C2C=CC=CC=2)C=CC=CC=1.[CH3:14][C:15]1([CH3:50])[C:23]2[C:18](=[CH:19][CH:20]=[C:21]([C:24]3[CH:29]=[CH:28][C:27]([C:30]([F:33])([F:32])[F:31])=[CH:26][CH:25]=3)[CH:22]=2)[N:17]([C:34](=O)[CH2:35][O:36][C:37]2[CH:38]=[C:39]([CH2:43][C:44]([O:46][CH2:47][CH3:48])=[O:45])[CH:40]=[CH:41][CH:42]=2)[CH2:16]1, predict the reaction product. The product is: [CH3:14][C:15]1([CH3:50])[C:23]2[C:18](=[CH:19][CH:20]=[C:21]([C:24]3[CH:25]=[CH:26][C:27]([C:30]([F:31])([F:32])[F:33])=[CH:28][CH:29]=3)[CH:22]=2)[N:17]([CH2:34][CH2:35][O:36][C:37]2[CH:38]=[C:39]([CH2:43][C:44]([O:46][CH2:47][CH3:48])=[O:45])[CH:40]=[CH:41][CH:42]=2)[CH2:16]1. (6) Given the reactants [N:1]1[CH:6]=[CH:5][CH:4]=[CH:3][C:2]=1[N:7]1[CH2:12][CH2:11][NH:10][CH2:9][CH2:8]1.C=O.[F:15][C:16]([F:27])([F:26])[C:17]1[CH:18]=[C:19]([CH:23]=[CH:24][CH:25]=1)[C:20]([NH2:22])=[O:21].[C:28](=O)([O-])[O-].[K+].[K+], predict the reaction product. The product is: [N:1]1[CH:6]=[CH:5][CH:4]=[CH:3][C:2]=1[N:7]1[CH2:8][CH2:9][N:10]([CH2:28][NH:22][C:20](=[O:21])[C:19]2[CH:23]=[CH:24][CH:25]=[C:17]([C:16]([F:26])([F:27])[F:15])[CH:18]=2)[CH2:11][CH2:12]1. (7) Given the reactants C(N(CC)CC)C.[CH3:8][S:9](Cl)(=[O:11])=[O:10].[CH3:13][O:14][CH2:15][CH:16]([OH:20])[CH2:17][O:18][CH3:19], predict the reaction product. The product is: [CH3:13][O:14][CH2:15][CH:16]([O:20][S:9]([CH3:8])(=[O:11])=[O:10])[CH2:17][O:18][CH3:19].